This data is from Reaction yield outcomes from USPTO patents with 853,638 reactions. The task is: Predict the reaction yield, written as a fraction of the theoretical maximum amount of product (1.0 means a 100% yield; for example, 0.34 means a 34% yield). (1) The reactants are [CH:1]([C:3]1[C:12]2[C:7](=[CH:8][CH:9]=[CH:10][CH:11]=2)[C:6]([O:13][CH2:14][CH2:15][CH2:16][CH2:17][CH2:18][CH:19]([C:23]([OH:25])=[O:24])[C:20]([OH:22])=[O:21])=[CH:5][CH:4]=1)=O.[S:26]1[CH2:30][C:29](=[O:31])[NH:28][C:27]1=[O:32].N1CCCCC1. The catalyst is C(O)(=O)C. The product is [S:26]1[C:30](=[CH:1][C:3]2[C:12]3[C:7](=[CH:8][CH:9]=[CH:10][CH:11]=3)[C:6]([O:13][CH2:14][CH2:15][CH2:16][CH2:17][CH2:18][CH:19]([C:20]([OH:22])=[O:21])[C:23]([OH:25])=[O:24])=[CH:5][CH:4]=2)[C:29](=[O:31])[NH:28][C:27]1=[O:32]. The yield is 0.430. (2) The reactants are [CH2:1]([O:3][C:4]([C:6]12[CH2:24][CH:23]1[CH:22]=[CH:21][CH2:20][CH2:19][CH2:18][CH2:17][CH2:16][N:15]([CH2:25][C:26]1[CH:31]=[CH:30][C:29]([O:32][CH3:33])=[CH:28][CH:27]=1)[C:14](=[O:34])[N:13]1[CH:9]([CH2:10][CH:11]([OH:35])[CH2:12]1)[C:8](=[O:36])[NH:7]2)=[O:5])[CH3:2].[CH3:37][O:38][C:39]1[N:44]=[C:43](O)[CH:42]=[C:41]([C:46]2[CH:51]=[CH:50][CH:49]=[CH:48][CH:47]=2)[N:40]=1.C1C=CC(P(C2C=CC=CC=2)C2C=CC=CC=2)=CC=1.CC(OC(/N=N/C(OC(C)C)=O)=O)C. The catalyst is C1COCC1.CN(C=O)C. The product is [CH2:1]([O:3][C:4]([C:6]12[CH2:24][CH:23]1[CH:22]=[CH:21][CH2:20][CH2:19][CH2:18][CH2:17][CH2:16][N:15]([CH2:25][C:26]1[CH:31]=[CH:30][C:29]([O:32][CH3:33])=[CH:28][CH:27]=1)[C:14](=[O:34])[N:13]1[CH:9]([CH2:10][CH:11]([O:35][C:43]3[CH:42]=[C:41]([C:46]4[CH:51]=[CH:50][CH:49]=[CH:48][CH:47]=4)[N:40]=[C:39]([O:38][CH3:37])[N:44]=3)[CH2:12]1)[C:8](=[O:36])[NH:7]2)=[O:5])[CH3:2]. The yield is 0.990. (3) The reactants are [C:1]1([OH:9])[CH:8]=[C:6]([CH3:7])[CH:5]=[C:3]([OH:4])[CH:2]=1.C(=O)([O-])[O-].[K+].[K+].[CH2:16](Br)[C:17]1[CH:22]=[CH:21][CH:20]=[CH:19][CH:18]=1. The catalyst is CN(C=O)C. The product is [CH2:16]([O:4][C:3]1[CH:2]=[C:1]([OH:9])[CH:8]=[C:6]([CH3:7])[CH:5]=1)[C:17]1[CH:22]=[CH:21][CH:20]=[CH:19][CH:18]=1. The yield is 0.570. (4) The yield is 0.890. The reactants are [C:1]([N:4]1[C:13]2[C:8](=[CH:9][C:10]([C:14]#[C:15][Si](C)(C)C)=[CH:11][CH:12]=2)[C@H:7]([NH:20][C:21](=[O:26])[O:22][CH:23]([CH3:25])[CH3:24])[CH2:6][C@@H:5]1[CH3:27])(=[O:3])[CH3:2].CCCC[N+](CCCC)(CCCC)CCCC.[F-]. The product is [C:1]([N:4]1[C:13]2[C:8](=[CH:9][C:10]([C:14]#[CH:15])=[CH:11][CH:12]=2)[C@H:7]([NH:20][C:21](=[O:26])[O:22][CH:23]([CH3:24])[CH3:25])[CH2:6][C@@H:5]1[CH3:27])(=[O:3])[CH3:2]. The catalyst is O1CCCC1. (5) The reactants are [F:1][C:2]1[C:7]([NH2:8])=[C:6]([CH3:9])[CH:5]=[CH:4][N:3]=1.CO[CH:12]1[CH2:16][CH2:15][CH:14](OC)O1. The catalyst is C(O)(=O)C. The product is [F:1][C:2]1[C:7]([N:8]2[CH:12]=[CH:16][CH:15]=[CH:14]2)=[C:6]([CH3:9])[CH:5]=[CH:4][N:3]=1. The yield is 0.720. (6) The reactants are [F:1][C:2]([F:7])([F:6])[C:3]([OH:5])=[O:4].FC(F)(F)C(O)=O.[Cl:15][C:16]1[CH:17]=[N:18][C:19]2[NH:20][C:21]3[CH:22]=[CH:23][CH:24]=[C:25]([CH:47]=3)[CH2:26][CH2:27][C:28]3[CH:36]=[C:32]([NH:33][C:34]=1[N:35]=2)[CH:31]=[CH:30][C:29]=3[NH:37][C:38](=[O:46])[CH2:39][CH:40]1[CH2:45][CH2:44][NH:43][CH2:42][CH2:41]1.[N:48]([CH:51]([CH3:53])[CH3:52])=[C:49]=[O:50]. No catalyst specified. The product is [F:1][C:2]([F:7])([F:6])[C:3]([OH:5])=[O:4].[Cl:15][C:16]1[CH:17]=[N:18][C:19]2[NH:20][C:21]3[CH:22]=[CH:23][CH:24]=[C:25]([CH:47]=3)[CH2:26][CH2:27][C:28]3[CH:36]=[C:32]([NH:33][C:34]=1[N:35]=2)[CH:31]=[CH:30][C:29]=3[NH:37][C:38](=[O:46])[CH2:39][CH:40]1[CH2:45][CH2:44][N:43]([C:49]([NH:48][CH:51]([CH3:53])[CH3:52])=[O:50])[CH2:42][CH2:41]1. The yield is 0.410. (7) The reactants are [F:1][C:2]([F:8])([F:7])[C:3](OC)=[O:4].C(N(CC)CC)C.[NH2:16][CH2:17][CH2:18][CH2:19][CH2:20][CH2:21][CH2:22][CH2:23][CH2:24][CH2:25][CH2:26][CH2:27][C:28]([OH:30])=[O:29].Cl. The catalyst is CO.C(OCC)(=O)C. The product is [F:8][C:2]([F:1])([F:7])[C:3]([NH:16][CH2:17][CH2:18][CH2:19][CH2:20][CH2:21][CH2:22][CH2:23][CH2:24][CH2:25][CH2:26][CH2:27][C:28]([OH:30])=[O:29])=[O:4]. The yield is 0.970.